From a dataset of Forward reaction prediction with 1.9M reactions from USPTO patents (1976-2016). Predict the product of the given reaction. The product is: [C:19]([O-:24])(=[O:23])[CH:20]([CH3:22])[CH3:21].[CH2:15]([N+:6]([CH2:2][CH2:3][CH2:4][CH3:5])([CH2:7][CH2:8][CH2:9][CH3:10])[CH2:11][CH2:12][CH2:13][CH3:14])[CH2:16][CH2:17][CH3:18]. Given the reactants [OH-].[CH2:2]([N+:6]([CH2:15][CH2:16][CH2:17][CH3:18])([CH2:11][CH2:12][CH2:13][CH3:14])[CH2:7][CH2:8][CH2:9][CH3:10])[CH2:3][CH2:4][CH3:5].[C:19]([OH:24])(=[O:23])[CH:20]([CH3:22])[CH3:21], predict the reaction product.